Dataset: Forward reaction prediction with 1.9M reactions from USPTO patents (1976-2016). Task: Predict the product of the given reaction. (1) Given the reactants [NH2:1][C:2]1[CH:7]=[CH:6][CH:5]=[CH:4][C:3]=1[C:8]1[NH:12][C:11]([CH3:13])=[C:10]([C:14]([NH2:16])=[O:15])[CH:9]=1.[C:17]1([S:23](Cl)(=[O:25])=[O:24])[CH:22]=[CH:21][CH:20]=[CH:19][CH:18]=1, predict the reaction product. The product is: [CH3:13][C:11]1[NH:12][C:8]([C:3]2[CH:4]=[CH:5][CH:6]=[CH:7][C:2]=2[NH:1][S:23]([C:17]2[CH:22]=[CH:21][CH:20]=[CH:19][CH:18]=2)(=[O:25])=[O:24])=[CH:9][C:10]=1[C:14]([NH2:16])=[O:15]. (2) Given the reactants [H-].[Na+].[CH2:3](Br)[C:4]1[CH:9]=[CH:8][CH:7]=[CH:6][CH:5]=1.[Cl:11][C:12]1[CH:13]=[C:14]([CH:18]=[CH:19][C:20]=1[Cl:21])[CH:15]=[N:16][OH:17], predict the reaction product. The product is: [CH2:3]([O:17][N:16]=[CH:15][C:14]1[CH:18]=[CH:19][C:20]([Cl:21])=[C:12]([Cl:11])[CH:13]=1)[C:4]1[CH:9]=[CH:8][CH:7]=[CH:6][CH:5]=1. (3) Given the reactants C(O[C:6](=O)[N:7]([C@@H:9]([C:20](=[O:35])[N:21]([CH3:34])[C@@H:22]([C:30](=[O:33])[NH:31][CH3:32])[CH2:23][C:24]1[CH:29]=[CH:28][CH:27]=[CH:26][CH:25]=1)[CH2:10][C:11]1[C:12]2[CH:19]=[CH:18][CH:17]=[CH:16][C:13]=2[S:14][CH:15]=1)C)(C)(C)C.FC(F)(F)C(O)=O.O.C(=O)([O-])O.[Na+], predict the reaction product. The product is: [S:14]1[CH:15]=[C:11]([CH2:10][C@@H:9]([NH:7][CH3:6])[C:20]([N:21]([CH3:34])[C@@H:22]([C:30](=[O:33])[NH:31][CH3:32])[CH2:23][C:24]2[CH:29]=[CH:28][CH:27]=[CH:26][CH:25]=2)=[O:35])[C:12]2[CH:19]=[CH:18][CH:17]=[CH:16][C:13]1=2.